Predict which catalyst facilitates the given reaction. From a dataset of Catalyst prediction with 721,799 reactions and 888 catalyst types from USPTO. (1) Reactant: O[CH2:2][C:3]1[S:7][C:6]([C:8]2[NH:9][C:10]3[C:15]([CH:16]=2)=[CH:14][CH:13]=[CH:12][C:11]=3[N:17]([CH:26]([CH3:28])[CH3:27])[S:18]([C:21]2[S:22][CH:23]=[CH:24][CH:25]=2)(=[O:20])=[O:19])=[N:5][CH:4]=1.S(Cl)([Cl:31])=O.O1CCCC1. Product: [Cl:31][CH2:2][C:3]1[S:7][C:6]([C:8]2[NH:9][C:10]3[C:15]([CH:16]=2)=[CH:14][CH:13]=[CH:12][C:11]=3[N:17]([CH:26]([CH3:28])[CH3:27])[S:18]([C:21]2[S:22][CH:23]=[CH:24][CH:25]=2)(=[O:20])=[O:19])=[N:5][CH:4]=1. The catalyst class is: 35. (2) Reactant: [Li]CCCC.[Cl:6][C:7]1[C:16]2[C:11](=[CH:12][CH:13]=[C:14](I)[CH:15]=2)[N:10]=[C:9]([O:18][CH3:19])[C:8]=1[C:20]([N:22]1[CH2:27][CH2:26][CH:25]([C:28]([F:31])([F:30])[F:29])[CH2:24][CH2:23]1)=[O:21].[CH3:32][C:33]1[C:38]([C:39]([C:41]2[N:45]([CH3:46])[N:44]=[N:43][CH:42]=2)=[O:40])=[CH:37][CH:36]=[C:35]([CH3:47])[N:34]=1. Product: [Cl:6][C:7]1[C:16]2[C:11](=[CH:12][CH:13]=[C:14]([C:39]([C:38]3[C:33]([CH3:32])=[N:34][C:35]([CH3:47])=[CH:36][CH:37]=3)([C:41]3[N:45]([CH3:46])[N:44]=[N:43][CH:42]=3)[OH:40])[CH:15]=2)[N:10]=[C:9]([O:18][CH3:19])[C:8]=1[C:20]([N:22]1[CH2:27][CH2:26][CH:25]([C:28]([F:31])([F:30])[F:29])[CH2:24][CH2:23]1)=[O:21]. The catalyst class is: 1. (3) Reactant: C([Li])CCC.CCCCCCC.C(O[C:16](=[O:25])[NH:17][C:18]1[CH:23]=[CH:22][CH:21]=[CH:20][C:19]=1Br)C.[F:26][C:27]1[CH:34]=[CH:33][CH:32]=[CH:31][C:28]=1[C:29]#[N:30].[Cl-].[NH4+]. Product: [F:26][C:27]1[CH:34]=[CH:33][CH:32]=[CH:31][C:28]=1[C:29]1[C:19]2[C:18](=[CH:23][CH:22]=[CH:21][CH:20]=2)[NH:17][C:16](=[O:25])[N:30]=1. The catalyst class is: 280. (4) Reactant: [CH3:1][C:2]1[NH:6][N:5]=[C:4]([C:7]2[O:11][N:10]=[C:9]([C:12]3[CH:17]=[CH:16][C:15]([O:18][C:19]([F:22])([F:21])[F:20])=[CH:14][CH:13]=3)[N:8]=2)[CH:3]=1.Br[CH2:24][C:25]1[CH:41]=[CH:40][C:28]([O:29][Si:30]([CH:37]([CH3:39])[CH3:38])([CH:34]([CH3:36])[CH3:35])[CH:31]([CH3:33])[CH3:32])=[CH:27][CH:26]=1.CC(C)([O-])C.[K+]. Product: [CH3:1][C:2]1[N:6]([CH2:24][C:25]2[CH:26]=[CH:27][C:28]([O:29][Si:30]([CH:31]([CH3:33])[CH3:32])([CH:37]([CH3:39])[CH3:38])[CH:34]([CH3:36])[CH3:35])=[CH:40][CH:41]=2)[N:5]=[C:4]([C:7]2[O:11][N:10]=[C:9]([C:12]3[CH:13]=[CH:14][C:15]([O:18][C:19]([F:20])([F:22])[F:21])=[CH:16][CH:17]=3)[N:8]=2)[CH:3]=1. The catalyst class is: 1.